Dataset: Forward reaction prediction with 1.9M reactions from USPTO patents (1976-2016). Task: Predict the product of the given reaction. (1) Given the reactants [NH2:1][C:2]1[CH:3]=[CH:4][C:5]([F:29])=[C:6]([C@:8]23[CH2:16][O:15][C@H:14]([C:17]([F:20])([F:19])[F:18])[C@H:13]2[CH2:12][S:11][C:10]([NH:21]C(=O)OC(C)(C)C)=[N:9]3)[CH:7]=1.[CH3:30][O:31][C:32]1[CH:33]=[CH:34][C:35]([C:38](O)=[O:39])=[N:36][CH:37]=1, predict the reaction product. The product is: [NH2:21][C:10]1[S:11][CH2:12][C@@H:13]2[C@@H:14]([C:17]([F:20])([F:19])[F:18])[O:15][CH2:16][C@:8]2([C:6]2[CH:7]=[C:2]([NH:1][C:38](=[O:39])[C:35]3[CH:34]=[CH:33][C:32]([O:31][CH3:30])=[CH:37][N:36]=3)[CH:3]=[CH:4][C:5]=2[F:29])[N:9]=1. (2) Given the reactants C(OC([NH:8][C@@H:9]([CH2:13][NH:14][C:15]([C:17]1[N:18]=[C:19]([C:35]#[N:36])[C:20]2[C:25]([C:26]=1[OH:27])=[CH:24][CH:23]=[C:22]([O:28][C:29]1[CH:34]=[CH:33][CH:32]=[CH:31][CH:30]=1)[CH:21]=2)=[O:16])[C:10]([OH:12])=[O:11])=O)(C)(C)C.C(O)(C(F)(F)F)=O, predict the reaction product. The product is: [NH2:8][C@@H:9]([CH2:13][NH:14][C:15]([C:17]1[N:18]=[C:19]([C:35]#[N:36])[C:20]2[C:25]([C:26]=1[OH:27])=[CH:24][CH:23]=[C:22]([O:28][C:29]1[CH:34]=[CH:33][CH:32]=[CH:31][CH:30]=1)[CH:21]=2)=[O:16])[C:10]([OH:12])=[O:11].